This data is from Forward reaction prediction with 1.9M reactions from USPTO patents (1976-2016). The task is: Predict the product of the given reaction. (1) Given the reactants [F:1][C:2]1[C:11]([O:12][CH2:13][C:14]2[CH:19]=[CH:18][CH:17]=[CH:16][CH:15]=2)=[C:10]([Cl:20])[CH:9]=[C:8]2[C:3]=1[CH:4]=[CH:5][CH:6]=[C:7]2C=O.ClC1C=CC=C(C(OO)=[O:31])C=1.[OH-].[K+].Cl, predict the reaction product. The product is: [F:1][C:2]1[C:11]([O:12][CH2:13][C:14]2[CH:19]=[CH:18][CH:17]=[CH:16][CH:15]=2)=[C:10]([Cl:20])[CH:9]=[C:8]2[C:3]=1[CH:4]=[CH:5][CH:6]=[C:7]2[OH:31]. (2) Given the reactants [Cl:1][C:2](Cl)([O:4]C(=O)OC(Cl)(Cl)Cl)Cl.N1C=CC=CC=1.[CH2:19]([NH:21][CH2:22][C:23]1[CH:28]=[CH:27][CH:26]=[CH:25][CH:24]=1)[CH3:20].[Na+].[Cl-], predict the reaction product. The product is: [CH2:22]([N:21]([CH2:19][CH3:20])[C:2]([Cl:1])=[O:4])[C:23]1[CH:28]=[CH:27][CH:26]=[CH:25][CH:24]=1. (3) Given the reactants CON(C)[C:4]([C:6]1[C:7]([C:13]2[C:18]([O:19][CH3:20])=[CH:17][CH:16]=[CH:15][C:14]=2[O:21][CH2:22]OC)=[CH:8][CH:9]=[C:10]([NH2:12])[CH:11]=1)=[O:5].[C:26]1([Li])[CH:31]=[CH:30][CH:29]=[CH:28][CH:27]=1.C1C[O:36][CH2:35]C1, predict the reaction product. The product is: [NH2:12][C:10]1[CH:9]=[CH:8][C:7]([C:13]2[C:18]([O:19][CH3:20])=[CH:17][CH:16]=[CH:15][C:14]=2[O:21][CH2:22][O:36][CH3:35])=[C:6]([C:4](=[O:5])[C:26]2[CH:31]=[CH:30][CH:29]=[CH:28][CH:27]=2)[CH:11]=1.